Dataset: Reaction yield outcomes from USPTO patents with 853,638 reactions. Task: Predict the reaction yield, written as a fraction of the theoretical maximum amount of product (1.0 means a 100% yield; for example, 0.34 means a 34% yield). The reactants are [Cl:1][C:2]1[CH:3]=[C:4]([CH:8]([C:16]2([OH:22])[CH2:21][CH2:20][CH2:19][CH2:18][CH2:17]2)[CH2:9][N:10]2[CH2:15][CH2:14][NH:13][CH2:12][CH2:11]2)[CH:5]=[CH:6][CH:7]=1.[ClH:23].C(OCC)C. The catalyst is CO. The product is [ClH:1].[ClH:23].[Cl:1][C:2]1[CH:3]=[C:4]([CH:8]([C:16]2([OH:22])[CH2:17][CH2:18][CH2:19][CH2:20][CH2:21]2)[CH2:9][N:10]2[CH2:15][CH2:14][NH:13][CH2:12][CH2:11]2)[CH:5]=[CH:6][CH:7]=1. The yield is 0.600.